This data is from Reaction yield outcomes from USPTO patents with 853,638 reactions. The task is: Predict the reaction yield, written as a fraction of the theoretical maximum amount of product (1.0 means a 100% yield; for example, 0.34 means a 34% yield). (1) The reactants are [Br:1][CH2:2][CH2:3][N:4]([CH2:25][CH2:26][Br:27])[C:5]1[C:6]([S:21]([CH3:24])(=[O:23])=[O:22])=[CH:7][C:8]([N+:18]([O-:20])=[O:19])=[C:9]([CH:17]=1)[C:10]([N:12]([CH2:14][CH2:15][OH:16])[CH3:13])=[O:11].N1C=NN=N1.[C:33]([O:37][P:38](N(C(C)C)C(C)C)[O:39][C:40]([CH3:43])([CH3:42])[CH3:41])([CH3:36])([CH3:35])[CH3:34].C1C=C(Cl)C=C(C(OO)=[O:59])C=1. The catalyst is CN(C=O)C.CC#N.C(Cl)Cl. The product is [P:38]([O:37][C:33]([CH3:34])([CH3:35])[CH3:36])([O:39][C:40]([CH3:41])([CH3:42])[CH3:43])([O:16][CH2:15][CH2:14][N:12]([CH3:13])[C:10](=[O:11])[C:9]1[CH:17]=[C:5]([N:4]([CH2:3][CH2:2][Br:1])[CH2:25][CH2:26][Br:27])[C:6]([S:21]([CH3:24])(=[O:23])=[O:22])=[CH:7][C:8]=1[N+:18]([O-:20])=[O:19])=[O:59]. The yield is 0.760. (2) The reactants are [OH:1][CH2:2][CH2:3][NH:4][C:5]1[C:14]([N+:15]([O-])=O)=[CH:13][CH:12]=[CH:11][C:6]=1[C:7]([O:9][CH3:10])=[O:8]. The catalyst is [Pd].O1CCCC1. The product is [NH2:15][C:14]1[C:5]([NH:4][CH2:3][CH2:2][OH:1])=[C:6]([CH:11]=[CH:12][CH:13]=1)[C:7]([O:9][CH3:10])=[O:8]. The yield is 0.900. (3) The reactants are [C:1]([NH:5][S:6]([CH2:9][CH2:10][CH2:11]Cl)(=[O:8])=[O:7])([CH3:4])([CH3:3])[CH3:2].[Li][CH2:14]CCC.CI. The catalyst is C1COCC1. The product is [C:1]([NH:5][S:6]([C:9]1([CH3:14])[CH2:11][CH2:10]1)(=[O:8])=[O:7])([CH3:4])([CH3:3])[CH3:2]. The yield is 0.810.